Dataset: Forward reaction prediction with 1.9M reactions from USPTO patents (1976-2016). Task: Predict the product of the given reaction. (1) Given the reactants [NH2:1][C:2]1[N:7]=[C:6]([NH2:8])[CH:5]=[C:4]([NH2:9])[N:3]=1.[C:10]([O-])(=O)[CH2:11][C:12](C)=[O:13], predict the reaction product. The product is: [NH2:1][C:2]1[N:3]=[C:4]([NH2:9])[C:5]2[CH:10]=[CH:11][C:12](=[O:13])[NH:8][C:6]=2[N:7]=1. (2) Given the reactants [CH3:1][O:2][C:3]1[C:39]([O:40][CH3:41])=[CH:38][CH:37]=[CH:36][C:4]=1[CH2:5][N:6]([CH2:29][CH2:30][CH2:31][CH2:32][CH2:33][CH2:34][CH3:35])[C:7](=[O:28])[CH2:8][CH2:9][C:10]1[CH:27]=[CH:26][C:13]([O:14][CH2:15][C:16]2[CH:25]=[CH:24][CH:23]=[CH:22][C:17]=2[C:18]([O:20]C)=[O:19])=[CH:12][CH:11]=1.[Li+].[OH-].CCOC(C)=O, predict the reaction product. The product is: [CH3:1][O:2][C:3]1[C:39]([O:40][CH3:41])=[CH:38][CH:37]=[CH:36][C:4]=1[CH2:5][N:6]([CH2:29][CH2:30][CH2:31][CH2:32][CH2:33][CH2:34][CH3:35])[C:7](=[O:28])[CH2:8][CH2:9][C:10]1[CH:27]=[CH:26][C:13]([O:14][CH2:15][C:16]2[CH:25]=[CH:24][CH:23]=[CH:22][C:17]=2[C:18]([OH:20])=[O:19])=[CH:12][CH:11]=1. (3) Given the reactants C[O:2][C:3]1[CH:4]=[CH:5][C:6]2[O:10][CH:9]=[CH:8][C:7]=2[CH:11]=1.B(Br)(Br)Br.N.CO, predict the reaction product. The product is: [O:10]1[C:6]2[CH:5]=[CH:4][C:3]([OH:2])=[CH:11][C:7]=2[CH:8]=[CH:9]1. (4) Given the reactants [Cl:1][C:2]1[N:3]=[CH:4][NH:5][C:6]=1[Cl:7].[OH-].[K+].[Br:10][CH2:11][CH2:12][CH2:13][CH2:14][CH2:15][C:16]([OH:18])=[O:17].Br[CH2:20][C:21]1[CH:30]=[CH:29][C:28]2[C:23](=[CH:24][CH:25]=[CH:26][CH:27]=2)[CH:22]=1.Br, predict the reaction product. The product is: [Br-:10].[C:16]([CH2:15][CH2:14][CH2:13][CH2:12][CH2:11][N:3]1[C:2]([Cl:1])=[C:6]([Cl:7])[N+:5]([CH2:20][C:21]2[CH:30]=[CH:29][C:28]3[C:23](=[CH:24][CH:25]=[CH:26][CH:27]=3)[CH:22]=2)=[CH:4]1)([OH:18])=[O:17]. (5) Given the reactants [Br:1][C:2]1[CH:3]=[C:4]2[C:9](=[CH:10][CH:11]=1)[N:8]=[CH:7][N:6]=[C:5]2[C:12]1[CH:13]=[C:14]([CH:18]=[CH:19][CH:20]=1)[C:15]([OH:17])=O.CN(C(ON1N=NC2C=CC=CC1=2)=[N+](C)C)C.F[P-](F)(F)(F)(F)F.CCN(C(C)C)C(C)C.[CH3:54][C:55]1([CH3:61])[CH2:60][NH:59][CH2:58][CH2:57][NH:56]1, predict the reaction product. The product is: [Br:1][C:2]1[CH:3]=[C:4]2[C:9](=[CH:10][CH:11]=1)[N:8]=[CH:7][N:6]=[C:5]2[C:12]1[CH:13]=[C:14]([C:15]([N:59]2[CH2:58][CH2:57][NH:56][C:55]([CH3:61])([CH3:54])[CH2:60]2)=[O:17])[CH:18]=[CH:19][CH:20]=1.